This data is from Reaction yield outcomes from USPTO patents with 853,638 reactions. The task is: Predict the reaction yield, written as a fraction of the theoretical maximum amount of product (1.0 means a 100% yield; for example, 0.34 means a 34% yield). (1) The reactants are [OH:1][C:2]([CH3:8])([CH3:7])[CH2:3][C:4]([OH:6])=O.Cl.[NH2:10][C:11]1[N:12]=[C:13]2[CH:18]=[CH:17][C:16]([O:19][C:20]3[CH:21]=[CH:22][C:23]([CH3:36])=[C:24]([NH:26][C:27]([C:29]4[N:33]([CH3:34])[N:32]=[C:31]([CH3:35])[CH:30]=4)=[O:28])[CH:25]=3)=[N:15][N:14]2[CH:37]=1.F[P-](F)(F)(F)(F)F.N1(OC(N(C)C)=[N+](C)C)C2N=CC=CC=2N=N1.C(N(CC)C(C)C)(C)C. The catalyst is CN(C)C=O. The product is [OH:1][C:2]([CH3:8])([CH3:7])[CH2:3][C:4]([NH:10][C:11]1[N:12]=[C:13]2[CH:18]=[CH:17][C:16]([O:19][C:20]3[CH:21]=[CH:22][C:23]([CH3:36])=[C:24]([NH:26][C:27]([C:29]4[N:33]([CH3:34])[N:32]=[C:31]([CH3:35])[CH:30]=4)=[O:28])[CH:25]=3)=[N:15][N:14]2[CH:37]=1)=[O:6]. The yield is 0.660. (2) The reactants are [NH2:1][C:2]1[N:6]([C@H:7]([C:9]2[CH:14]=[C:13]([Cl:15])[C:12]([F:16])=[C:11]([C@H:17]3[CH2:21][C:20](=[O:22])[NH:19][CH2:18]3)[C:10]=2[O:23][CH2:24][CH3:25])[CH3:8])[N:5]=[C:4]([CH3:26])[C:3]=1[C:27]#[N:28].C(O)(=O)C.[CH:33](N)=[NH:34].C(O)CO.C(OCC)(=O)C. The catalyst is O. The product is [NH2:28][C:27]1[N:34]=[CH:33][N:1]=[C:2]2[N:6]([C@H:7]([C:9]3[C:10]([O:23][CH2:24][CH3:25])=[C:11]([C@@H:17]4[CH2:18][NH:19][C:20](=[O:22])[CH2:21]4)[C:12]([F:16])=[C:13]([Cl:15])[CH:14]=3)[CH3:8])[N:5]=[C:4]([CH3:26])[C:3]=12. The yield is 0.732. (3) The reactants are [NH2:1][C:2]1[N:10]=[CH:9][N:8]=[C:7]2[C:3]=1[N:4]=[CH:5][N:6]2[CH:11]([C:13]1[O:14][C:15]2[C:20]([C:21](=[O:29])[C:22]=1[C:23]1[CH:28]=[CH:27][CH:26]=[CH:25][CH:24]=1)=[CH:19][C:18](Br)=[CH:17][CH:16]=2)[CH3:12].[H][H].ClCCl. The catalyst is CO.[Pd]. The product is [NH2:1][C:2]1[N:10]=[CH:9][N:8]=[C:7]2[C:3]=1[N:4]=[CH:5][N:6]2[CH:11]([C:13]1[O:14][C:15]2[C:20]([C:21](=[O:29])[C:22]=1[C:23]1[CH:24]=[CH:25][CH:26]=[CH:27][CH:28]=1)=[CH:19][CH:18]=[CH:17][CH:16]=2)[CH3:12]. The yield is 0.380.